The task is: Predict which catalyst facilitates the given reaction.. This data is from Catalyst prediction with 721,799 reactions and 888 catalyst types from USPTO. (1) Reactant: [H-].[Na+].[CH3:3][CH2:4][O:5][C:6]([CH:8](P(OCC)(OCC)=O)[CH3:9])=[O:7].[Br:18][C:19]1[CH:20]=[N:21][C:22]([N:27]2[CH2:31][CH:30]([CH3:32])[CH:29]([CH3:33])[CH2:28]2)=[C:23]([CH:26]=1)[CH:24]=O. Product: [Br:18][C:19]1[CH:26]=[C:23](/[CH:24]=[C:8](\[CH3:9])/[C:6]([O:5][CH2:4][CH3:3])=[O:7])[C:22]([N:27]2[CH2:31][CH:30]([CH3:32])[CH:29]([CH3:33])[CH2:28]2)=[N:21][CH:20]=1. The catalyst class is: 11. (2) Reactant: [O:1]1[CH:5]=[CH:4][C:3]([CH:6]([NH:8][C:9]([C:11]2[C:19]3[C:14](=[N:15][CH:16]=[C:17]([C:20]4[C:28]5[C:23](=[CH:24][C:25]([F:29])=[CH:26][CH:27]=5)[N:22]([CH3:30])[N:21]=4)[N:18]=3)[N:13](COCC[Si](C)(C)C)[CH:12]=2)=[O:10])[CH3:7])=[N:2]1.FC(F)(F)C(O)=O.C(N)CN. Product: [O:1]1[CH:5]=[CH:4][C:3]([CH:6]([NH:8][C:9]([C:11]2[C:19]3[C:14](=[N:15][CH:16]=[C:17]([C:20]4[C:28]5[C:23](=[CH:24][C:25]([F:29])=[CH:26][CH:27]=5)[N:22]([CH3:30])[N:21]=4)[N:18]=3)[NH:13][CH:12]=2)=[O:10])[CH3:7])=[N:2]1. The catalyst class is: 4.